This data is from CYP2C19 inhibition data for predicting drug metabolism from PubChem BioAssay. The task is: Regression/Classification. Given a drug SMILES string, predict its absorption, distribution, metabolism, or excretion properties. Task type varies by dataset: regression for continuous measurements (e.g., permeability, clearance, half-life) or binary classification for categorical outcomes (e.g., BBB penetration, CYP inhibition). Dataset: cyp2c19_veith. (1) The result is 1 (inhibitor). The compound is Cc1nn(C(C)C(=O)Nc2ccc(Cl)cn2)c(C)c1[N+](=O)[O-]. (2) The drug is O=C(NCC1CCCO1)/C(=C\c1ccco1)NC(=O)c1ccccc1. The result is 0 (non-inhibitor). (3) The compound is CCC[C@H]1C(=O)N2C(N(C)C)=Nc3ccc(C)cc3N2C1=O. The result is 0 (non-inhibitor). (4) The molecule is Cc1ccccc1C(=O)NN(C)c1nc2ccccc2nc1C(F)(F)F. The result is 1 (inhibitor). (5) The compound is Cc1ccc(OCC(=O)Nc2ccccc2N2CCOCC2)c(C)c1. The result is 1 (inhibitor).